Task: Predict the product of the given reaction.. Dataset: Forward reaction prediction with 1.9M reactions from USPTO patents (1976-2016) (1) Given the reactants Br[C:2]1[CH:16]=[CH:15][C:5]([CH2:6][N:7]2[CH2:12][CH2:11][C:10]([CH3:14])([CH3:13])[CH2:9][CH2:8]2)=[CH:4][CH:3]=1.[B:17]1([B:17]2[O:21][C:20]([CH3:23])([CH3:22])[C:19]([CH3:25])([CH3:24])[O:18]2)[O:21][C:20]([CH3:23])([CH3:22])[C:19]([CH3:25])([CH3:24])[O:18]1.C([O-])(=O)C.[K+], predict the reaction product. The product is: [CH3:13][C:10]1([CH3:14])[CH2:11][CH2:12][N:7]([CH2:6][C:5]2[CH:15]=[CH:16][C:2]([B:17]3[O:21][C:20]([CH3:23])([CH3:22])[C:19]([CH3:25])([CH3:24])[O:18]3)=[CH:3][CH:4]=2)[CH2:8][CH2:9]1. (2) The product is: [C:27]1([C:5]2[C:6]([C:12]3[CH:17]=[CH:16][C:15]([C@H:18]([NH2:20])[CH3:19])=[CH:14][CH:13]=3)=[N:7][C:8]3[C:3]([CH:4]=2)=[C:2]([C:41]2[CH:42]=[N:43][NH:44][CH:45]=2)[N:11]=[CH:10][CH:9]=3)[CH:28]=[CH:29][CH:30]=[CH:31][CH:32]=1. Given the reactants Cl[C:2]1[N:11]=[CH:10][CH:9]=[C:8]2[C:3]=1[CH:4]=[C:5]([C:27]1[CH:32]=[CH:31][CH:30]=[CH:29][CH:28]=1)[C:6]([C:12]1[CH:17]=[CH:16][C:15]([CH:18]([NH:20]S(C(C)(C)C)=O)[CH3:19])=[CH:14][CH:13]=1)=[N:7]2.CC1(C)C(C)(C)OB([C:41]2[CH:42]=[N:43][N:44](C(OC(C)(C)C)=O)[CH:45]=2)O1.C(=O)([O-])[O-].[Cs+].[Cs+].Cl, predict the reaction product. (3) Given the reactants C1(P(C2C=CC=CC=2)(S)=[S:8])C=CC=CC=1.[NH2:16][C:17]([C:21]1[CH:26]=[CH:25][C:24]([C:27]([F:30])([F:29])[CH3:28])=[CH:23][CH:22]=1)=[CH:18][C:19]#[N:20], predict the reaction product. The product is: [NH2:16][C:17]([C:21]1[CH:26]=[CH:25][C:24]([C:27]([F:29])([F:30])[CH3:28])=[CH:23][CH:22]=1)=[CH:18][C:19]([NH2:20])=[S:8]. (4) Given the reactants [CH3:1][C:2]1([CH3:10])[CH2:7][C:6](=[O:8])[CH2:5][C:4](=[O:9])[CH2:3]1.C(N(CC)CC)C.[C:18]([O:21][CH2:22][C:23](Cl)=[O:24])(=[O:20])[CH3:19].C(O)(=O)C, predict the reaction product. The product is: [CH3:1][C:2]1([CH3:10])[CH2:7][C:6](=[O:8])[CH:5]([C:23](=[O:24])[CH2:22][O:21][C:18](=[O:20])[CH3:19])[C:4](=[O:9])[CH2:3]1. (5) Given the reactants Br[C:2]1[CH:3]=[C:4]2[C:10]([C:11]3[CH:12]=[N:13][N:14]([CH2:16][C:17]4[CH:22]=[CH:21][CH:20]=[C:19]([F:23])[CH:18]=4)[CH:15]=3)=[CH:9][N:8]([S:24]([C:27]3[CH:33]=[CH:32][C:30]([CH3:31])=[CH:29][CH:28]=3)(=[O:26])=[O:25])[C:5]2=[N:6][CH:7]=1.CC1(C)C(C)(C)OB([C:42]2[CH:43]=[CH:44][C:45]([N:48]3[CH2:53][CH2:52][N:51]([C:54]([O:56][C:57]([CH3:60])([CH3:59])[CH3:58])=[O:55])[CH2:50][CH2:49]3)=[N:46][CH:47]=2)O1.C(=O)([O-])[O-].[Na+].[Na+], predict the reaction product. The product is: [F:23][C:19]1[CH:18]=[C:17]([CH:22]=[CH:21][CH:20]=1)[CH2:16][N:14]1[CH:15]=[C:11]([C:10]2[C:4]3[C:5](=[N:6][CH:7]=[C:2]([C:42]4[CH:43]=[CH:44][C:45]([N:48]5[CH2:53][CH2:52][N:51]([C:54]([O:56][C:57]([CH3:60])([CH3:59])[CH3:58])=[O:55])[CH2:50][CH2:49]5)=[N:46][CH:47]=4)[CH:3]=3)[N:8]([S:24]([C:27]3[CH:28]=[CH:29][C:30]([CH3:31])=[CH:32][CH:33]=3)(=[O:25])=[O:26])[CH:9]=2)[CH:12]=[N:13]1. (6) Given the reactants [B-](F)(F)(F)F.[B-](F)(F)(F)F.C1[N+]2(CCl)CC[N+]([F:21])(CC2)C1.[CH3:22][N:23]([CH3:41])/[CH:24]=[CH:25]/[C:26]([C:28]1[N:32]([CH:33]2[CH2:38][CH2:37][N:36]([CH3:39])[CH2:35][CH2:34]2)[C:31]([CH3:40])=[N:30][CH:29]=1)=[O:27], predict the reaction product. The product is: [CH3:41][N:23]([CH3:22])/[CH:24]=[C:25](\[F:21])/[C:26]([C:28]1[N:32]([CH:33]2[CH2:34][CH2:35][N:36]([CH3:39])[CH2:37][CH2:38]2)[C:31]([CH3:40])=[N:30][CH:29]=1)=[O:27].